This data is from Forward reaction prediction with 1.9M reactions from USPTO patents (1976-2016). The task is: Predict the product of the given reaction. (1) Given the reactants Cl[C:2]1[C:11]2[CH:10]=[N:9][C:8]([S:12][CH3:13])=[N:7][C:6]=2[CH:5]=[CH:4][N:3]=1.C([O-])=O.[NH4+], predict the reaction product. The product is: [CH3:13][S:12][C:8]1[N:9]=[CH:10][C:11]2[CH:2]=[N:3][CH:4]=[CH:5][C:6]=2[N:7]=1. (2) Given the reactants [C:1]([N:9]=[C:10]=[S:11])(=[O:8])[C:2]1[CH:7]=[CH:6][CH:5]=[CH:4][CH:3]=1.[CH:12]1([NH2:18])[CH2:17][CH2:16][CH2:15][CH2:14][CH2:13]1, predict the reaction product. The product is: [CH:12]1([NH:18][C:10]([NH:9][C:1](=[O:8])[C:2]2[CH:7]=[CH:6][CH:5]=[CH:4][CH:3]=2)=[S:11])[CH2:17][CH2:16][CH2:15][CH2:14][CH2:13]1.